This data is from Forward reaction prediction with 1.9M reactions from USPTO patents (1976-2016). The task is: Predict the product of the given reaction. (1) Given the reactants [CH3:1][N:2]([S:25]([C:28]1[S:29][CH:30]=[CH:31][CH:32]=1)(=[O:27])=[O:26])[C:3]1[CH:4]=[CH:5][CH:6]=[C:7]2[C:11]=1[NH:10][C:9]([C:12]1[S:13][C:14]([CH2:17][O:18][CH2:19][C:20]([O:22]CC)=[O:21])=[CH:15][N:16]=1)=[CH:8]2.[OH-].[Na+].O1CCCC1, predict the reaction product. The product is: [CH3:1][N:2]([S:25]([C:28]1[S:29][CH:30]=[CH:31][CH:32]=1)(=[O:27])=[O:26])[C:3]1[CH:4]=[CH:5][CH:6]=[C:7]2[C:11]=1[NH:10][C:9]([C:12]1[S:13][C:14]([CH2:17][O:18][CH2:19][C:20]([OH:22])=[O:21])=[CH:15][N:16]=1)=[CH:8]2. (2) Given the reactants [F:1][C:2]1[CH:7]=[CH:6][C:5]([F:8])=[CH:4][C:3]=1[C:9](=O)[CH2:10][CH2:11][CH2:12][NH:13]C(=O)OC(C)(C)C.C(O)(C(F)(F)F)=O, predict the reaction product. The product is: [F:1][C:2]1[CH:7]=[CH:6][C:5]([F:8])=[CH:4][C:3]=1[C:9]1[CH2:10][CH2:11][CH2:12][N:13]=1. (3) Given the reactants COC(=O)NC(C(N1C(C2NC([C:23]3[CH:32]=[CH:31][C:30]4[C:25](=[CH:26][CH:27]=[C:28]([C:33]5[CH:38]=[CH:37][C:36]([C:39]6[NH:40][C:41](C7C8CC(CC8)N7C(=O)C(NC(OC)=O)C(C)C)=[N:42][CH:43]=6)=[CH:35][CH:34]=5)[CH:29]=4)[CH:24]=3)=CN=2)CC2(CC2)C1)=O)C(C)C.[CH3:63][O:64][C:65](=[O:104])[NH:66][CH:67]([C:71]([N:73]1[CH:78]([C:79]2[NH:80][C:81](C3C=CC4C(=CC=C(B5OC(C)(C)C(C)(C)O5)C=4)C=3)=[CH:82][N:83]=2)[CH:77]2[CH2:103][CH:74]1[CH2:75][CH2:76]2)=[O:72])[CH:68]([CH3:70])[CH3:69].[C:105]([O:109][C:110]([N:112]1[CH2:118][CH2:117][C:114]2([CH2:116][CH2:115]2)[CH2:113]1)=[O:111])([CH3:108])([CH3:107])[CH3:106].C(=O)([O-])[O-].[K+].[K+], predict the reaction product. The product is: [C:105]([O:109][C:110]([N:112]1[CH:118]([C:41]2[NH:40][C:39]([C:36]3[CH:35]=[CH:34][C:33]([C:28]4[CH:27]=[CH:26][C:25]5[C:30](=[CH:31][CH:32]=[C:23]([C:81]6[NH:80][C:79]([CH:78]7[CH:77]8[CH2:103][CH:74]([CH2:75][CH2:76]8)[N:73]7[C:71](=[O:72])[CH:67]([NH:66][C:65]([O:64][CH3:63])=[O:104])[CH:68]([CH3:69])[CH3:70])=[N:83][CH:82]=6)[CH:24]=5)[CH:29]=4)=[CH:38][CH:37]=3)=[CH:43][N:42]=2)[CH2:117][C:114]2([CH2:116][CH2:115]2)[CH2:113]1)=[O:111])([CH3:108])([CH3:106])[CH3:107]. (4) The product is: [C:37]1([C:36]([C:43]2[CH:44]=[CH:45][CH:46]=[CH:47][CH:48]=2)=[N:49][C:13]2[CH:33]=[CH:32][C:16]3[C:17]4([CH2:30][CH3:31])[CH2:29][CH2:28][C:23]5([O:24][CH2:25][CH2:26][O:27]5)[CH2:22][CH:18]4[CH2:19][CH2:20][CH2:21][C:15]=3[CH:14]=2)[CH:42]=[CH:41][CH:40]=[CH:39][CH:38]=1. Given the reactants C(=O)([O-])[O-].[Cs+].[Cs+].FC(F)(F)S(O[C:13]1[CH:33]=[CH:32][C:16]2[C:17]3([CH2:30][CH3:31])[CH2:29][CH2:28][C:23]4([O:27][CH2:26][CH2:25][O:24]4)[CH2:22][CH:18]3[CH2:19][CH2:20][CH2:21][C:15]=2[CH:14]=1)(=O)=O.[C:36](=[NH:49])([C:43]1[CH:48]=[CH:47][CH:46]=[CH:45][CH:44]=1)[C:37]1[CH:42]=[CH:41][CH:40]=[CH:39][CH:38]=1.CCOC(C)=O, predict the reaction product.